From a dataset of Forward reaction prediction with 1.9M reactions from USPTO patents (1976-2016). Predict the product of the given reaction. (1) Given the reactants [CH3:1][N:2]1[C@@H:12]2[CH2:13][C:14]3[CH:19]=[CH:18][C:17]([OH:20])=[C:16]4[O:21][C@H:6]5[C:7]([CH:9]=[CH:10][C@:11]2([OH:22])[C@:5]5([C:15]=34)[CH2:4][CH2:3]1)=[O:8].[CH:23]1(C=O)[CH2:25][CH2:24]1.C(O[BH-](OC(=O)C)OC(=O)C)(=O)C.[Na+].C(O)(=O)C, predict the reaction product. The product is: [CH2:9]1[C@@H:7]([OH:8])[C@@H:6]2[O:21][C:16]3=[C:17]([OH:20])[CH:18]=[CH:19][C:14]4=[C:15]3[C@:5]32[CH2:4][CH2:3][N:2]([CH2:1][CH:23]2[CH2:25][CH2:24]2)[C@H:12]([CH2:13]4)[C@:11]3([OH:22])[CH2:10]1. (2) Given the reactants Br[CH2:2][CH:3]1[CH2:8][CH2:7][CH2:6][CH2:5][CH2:4]1.[O:9]=[CH:10][C:11]1[CH:19]=[CH:18][C:16]([OH:17])=[C:13]([O:14][CH3:15])[CH:12]=1.C(=O)([O-])[O-].[K+].[K+], predict the reaction product. The product is: [CH:3]1([CH2:2][O:17][C:16]2[CH:18]=[CH:19][C:11]([CH:10]=[O:9])=[CH:12][C:13]=2[O:14][CH3:15])[CH2:8][CH2:7][CH2:6][CH2:5][CH2:4]1. (3) Given the reactants [Br:1][C:2]1[CH:3]=[N:4][N:5]([CH:18]([CH3:20])[CH3:19])[C:6]=1[C:7]1[CH:12]=[C:11]([N+:13]([O-])=O)[CH:10]=[CH:9][C:8]=1[O:16][CH3:17].Cl[Sn]Cl, predict the reaction product. The product is: [Br:1][C:2]1[CH:3]=[N:4][N:5]([CH:18]([CH3:20])[CH3:19])[C:6]=1[C:7]1[CH:12]=[C:11]([NH2:13])[CH:10]=[CH:9][C:8]=1[O:16][CH3:17]. (4) Given the reactants [CH3:1][CH:2]([CH3:18])[CH:3]=[C:4]([C:9]1[CH:14]=[CH:13][CH:12]=[CH:11][C:10]=1[N+:15]([O-])=O)[C:5]([F:8])([F:7])[F:6], predict the reaction product. The product is: [CH3:1][CH:2]([CH3:18])[CH:3]=[C:4]([C:9]1[CH:14]=[CH:13][CH:12]=[CH:11][C:10]=1[NH2:15])[C:5]([F:6])([F:7])[F:8]. (5) Given the reactants [C:1]([O:5][C:6]([N:8]1[CH2:13][CH2:12][N:11]([C:14]([C:16]2[C:20]3=[N:21][CH:22]=[CH:23][CH:24]=[C:19]3[N:18]([C:25]3[CH:30]=[CH:29][CH:28]=[CH:27][CH:26]=3)[C:17]=2Cl)=[O:15])[CH2:10][CH2:9]1)=[O:7])([CH3:4])([CH3:3])[CH3:2].[F:32][C:33]1[CH:34]=[CH:35][C:36]([CH3:40])=[C:37]([OH:39])[CH:38]=1, predict the reaction product. The product is: [C:1]([O:5][C:6]([N:8]1[CH2:13][CH2:12][N:11]([C:14]([C:16]2[C:20]3=[N:21][CH:22]=[CH:23][CH:24]=[C:19]3[N:18]([C:25]3[CH:30]=[CH:29][CH:28]=[CH:27][CH:26]=3)[C:17]=2[O:39][C:37]2[CH:38]=[C:33]([F:32])[CH:34]=[CH:35][C:36]=2[CH3:40])=[O:15])[CH2:10][CH2:9]1)=[O:7])([CH3:4])([CH3:3])[CH3:2].